This data is from Experimentally validated miRNA-target interactions with 360,000+ pairs, plus equal number of negative samples. The task is: Binary Classification. Given a miRNA mature sequence and a target amino acid sequence, predict their likelihood of interaction. (1) The miRNA is hsa-miR-4763-5p with sequence CGCCUGCCCAGCCCUCCUGCU. The protein sequence of the target gene is MADDIDIEAMLEAPYKKDENKLSSANGHEERSKKRKKSKSRSRSHERKRSKSKERKRSRDRERKKSKSRERKRSRSKERRRSRSRSRDRRFRGRYRSPYSGPKFNSAIRGKIGLPHSIKLSRRRSRSKSPFRKDKSPVREPIDNLTPEERDARTVFCMQLAARIRPRDLEEFFSTVGKVRDVRMISDRNSRRSKGIAYVEFVDVSSVPLAIGLTGQRVLGVPIIVQASQAEKNRAAAMANNLQKGSAGPMRLYVGSLHFNITEDMLRGIFEPFGRIESIQLMMDSETGRSKGYGFITFSD.... Result: 0 (no interaction). (2) The miRNA is hsa-miR-3120-3p with sequence CACAGCAAGUGUAGACAGGCA. The protein sequence of the target gene is MENQRSSPLSFPSVPQEETLRQAPAGLPRETLFQSRVLPPKEIPSLSPTIPRQGSLPQTSSAPKQETSGRMPHVLQKGPSLLCSAASEQETSLQGPLASQEGTQYPPPAAAEQEVSLLSHSPHHQEAPVHSPEAPEKDPLTLSPTVPETDMDPLLQSPVSQKDTPFQISSAVQKEQPLPTAEITRLAVWAAVQAVERKLEAQAMRLLTLEGRTGTNEKKIADCEKTAVEFANHLESKWVVLGTLLQEYGLLQRRLENMENLLKNRNFWILRLPPGSNGEVPKVPVTFDDVAVHFSEQEWG.... Result: 0 (no interaction). (3) The miRNA is hsa-miR-30b-3p with sequence CUGGGAGGUGGAUGUUUACUUC. The protein sequence of the target gene is MVMAALSLVAACWGRAAADESVQLPAAPGSSVRARETMVSVTMATSEWIQFFKEAGIPPGPAVNYAVMFVDNRIQKSMLLDLNKEIMNELGVTVVGDIIAILKHAKVVHRQDMCKAATESVPCSPSPLAGEIRRGTSAASRMITNSLNHDSPPSTPPRRPDTSTSKISVTVSNKMAAKSAKATAALARREEESLAVPAKRRRVTAEMEGKYVINMPKGTTPRTRKILEQQQAAKGLHRTSVFDRLGAETKADTTTGSKPTGVFSRLGATPETDEDLAWDSDNDSSSSVLQYAGVLKKLGR.... Result: 1 (interaction).